Dataset: Catalyst prediction with 721,799 reactions and 888 catalyst types from USPTO. Task: Predict which catalyst facilitates the given reaction. Reactant: [C:1]([CH2:3][NH:4][C:5](=[O:31])[C@@H:6]([O:11][C@H:12]([C:25]1[CH:30]=[CH:29][CH:28]=[CH:27][CH:26]=1)[C:13]1[CH:18]=[CH:17][C:16]([C:19]2[CH:20]=[N:21][CH:22]=[CH:23][CH:24]=2)=[CH:15][CH:14]=1)[CH2:7][CH:8]([CH3:10])[CH3:9])#[N:2].ClC1C=C(C=CC=1)C(OO)=[O:37]. Product: [C:1]([CH2:3][NH:4][C:5](=[O:31])[C@@H:6]([O:11][C@@H:12]([C:13]1[CH:18]=[CH:17][C:16]([C:19]2[CH:20]=[N+:21]([O-:37])[CH:22]=[CH:23][CH:24]=2)=[CH:15][CH:14]=1)[C:25]1[CH:30]=[CH:29][CH:28]=[CH:27][CH:26]=1)[CH2:7][CH:8]([CH3:10])[CH3:9])#[N:2]. The catalyst class is: 4.